From a dataset of Experimental lipophilicity measurements (octanol/water distribution) for 4,200 compounds from AstraZeneca. Regression/Classification. Given a drug SMILES string, predict its absorption, distribution, metabolism, or excretion properties. Task type varies by dataset: regression for continuous measurements (e.g., permeability, clearance, half-life) or binary classification for categorical outcomes (e.g., BBB penetration, CYP inhibition). For this dataset (lipophilicity_astrazeneca), we predict Y. (1) The compound is O=C(NC1CCCS(=O)(=O)C1)c1ccc(Oc2ccc(C#C[C@]3(O)CN4CCC3CC4)cc2)cc1. The Y is 1.40 logD. (2) The drug is Clc1ccc2[nH]ncc2c1. The Y is 2.44 logD. (3) The drug is O=C(Oc1ccccc1O)c1cccc2ccccc12. The Y is 4.40 logD.